From a dataset of Forward reaction prediction with 1.9M reactions from USPTO patents (1976-2016). Predict the product of the given reaction. (1) Given the reactants [C:1]1([CH:7]([CH3:11])[C:8](O)=[O:9])[CH:6]=[CH:5][CH:4]=[CH:3][CH:2]=1.CN(C)C=O.C(Cl)(=O)C([Cl:20])=O, predict the reaction product. The product is: [C:1]1([CH:7]([CH3:11])[C:8]([Cl:20])=[O:9])[CH:6]=[CH:5][CH:4]=[CH:3][CH:2]=1. (2) The product is: [OH:1][C:2]1[CH:7]=[CH:6][C:5]([N:8]2[C:12]([C:13]3[CH:18]=[CH:17][CH:16]=[CH:15][CH:14]=3)=[CH:11][CH:10]=[C:9]2[CH2:19][CH2:20][C:21]([OH:23])=[O:22])=[CH:4][C:3]=1[CH2:24][OH:25]. Given the reactants [OH:1][C:2]1[CH:7]=[CH:6][C:5]([N:8]2[C:12]([C:13]3[CH:18]=[CH:17][CH:16]=[CH:15][CH:14]=3)=[CH:11][CH:10]=[C:9]2[CH2:19][CH2:20][C:21]([OH:23])=[O:22])=[CH:4][C:3]=1[C:24](OC)=[O:25].[Li+].[BH4-], predict the reaction product. (3) The product is: [NH2:18][C@H:11]([C:12]1[O:13][C:14](=[O:17])[NH:15][N:16]=1)[CH2:10][C:3]1[C:4]2[C:9](=[CH:8][CH:7]=[CH:6][CH:5]=2)[NH:1][CH:2]=1. Given the reactants [NH:1]1[C:9]2[C:4](=[CH:5][CH:6]=[CH:7][CH:8]=2)[C:3]([CH2:10][C@H:11]([NH:18]C(=O)OCC2C=CC=CC=2)[C:12]2[O:13][C:14](=[O:17])[NH:15][N:16]=2)=[CH:2]1, predict the reaction product.